Dataset: Catalyst prediction with 721,799 reactions and 888 catalyst types from USPTO. Task: Predict which catalyst facilitates the given reaction. (1) Reactant: C(OP([CH:8]([C:10]1[CH:15]=[CH:14][CH:13]=[C:12]([C:16]#[C:17][C:18]2[CH:23]=[CH:22][C:21]([O:24][CH:25]([F:27])[F:26])=[CH:20][CH:19]=2)[CH:11]=1)[F:9])OCC)C.[Li+].CC([N-]C(C)C)C.[CH:36]1([CH:39]=O)[CH2:38][CH2:37]1.Cl. Product: [CH:36]1([CH:39]=[C:8]([C:10]2[CH:15]=[CH:14][CH:13]=[C:12]([C:16]#[C:17][C:18]3[CH:19]=[CH:20][C:21]([O:24][CH:25]([F:26])[F:27])=[CH:22][CH:23]=3)[CH:11]=2)[F:9])[CH2:38][CH2:37]1. The catalyst class is: 90. (2) Reactant: [Si:1]([O:8][CH2:9][CH2:10][CH2:11][CH2:12][NH:13][C:14]1[C:23]2[C:18](=[CH:19][CH:20]=[CH:21][CH:22]=2)[N:17]=[CH:16][C:15]=1[NH2:24])([C:4]([CH3:7])([CH3:6])[CH3:5])([CH3:3])[CH3:2].[C:25](OC)(OC)(OC)[CH2:26][CH2:27][CH2:28][CH3:29]. Product: [CH2:26]([C:25]1[N:13]([CH2:12][CH2:11][CH2:10][CH2:9][O:8][Si:1]([C:4]([CH3:7])([CH3:6])[CH3:5])([CH3:3])[CH3:2])[C:14]2[C:23]3[CH:22]=[CH:21][CH:20]=[CH:19][C:18]=3[N:17]=[CH:16][C:15]=2[N:24]=1)[CH2:27][CH2:28][CH3:29]. The catalyst class is: 11. (3) Reactant: C(OC([N:8]1[CH2:13][CH2:12][N:11]([C:14]2[C:23]3[O:22][CH2:21][CH2:20][NH:19][C:18]=3[CH:17]=[C:16](C(C)(C)C)[CH:15]=2)[CH2:10][CH2:9]1)=O)(C)(C)C.[CH3:28][S:29]([C:32]1[CH:33]=[C:34]([S:38](Cl)(=[O:40])=[O:39])[CH:35]=[CH:36][CH:37]=1)(=[O:31])=[O:30].FC(F)(F)C(O)=O.[ClH:49]. Product: [Cl:49][C:16]1[CH:15]=[C:14]([N:11]2[CH2:10][CH2:9][NH:8][CH2:13][CH2:12]2)[C:23]2[O:22][CH2:21][CH2:20][N:19]([S:38]([C:34]3[CH:35]=[CH:36][CH:37]=[C:32]([S:29]([CH3:28])(=[O:31])=[O:30])[CH:33]=3)(=[O:40])=[O:39])[C:18]=2[CH:17]=1. The catalyst class is: 8. (4) Reactant: C(OC(N1[CH2:11][CH2:10][C@H:9]1[CH2:12][NH:13][C:14]1[CH:19]=[CH:18][C:17]([Cl:20])=[CH:16][CH:15]=1)=O)(C)(C)C.C(=O)C.[C:24]([BH3-])#[N:25].[Na+].[C:28]([O-])(=O)C.[NH4+]. Product: [NH:25]1[CH2:24][CH2:11][CH:10]1[CH2:9][C@@H:12]([NH:13][C:14]1[CH:15]=[CH:16][C:17]([Cl:20])=[CH:18][CH:19]=1)[CH3:28]. The catalyst class is: 466. (5) Reactant: C(Cl)(=O)C(Cl)=O.CS(C)=O.[C:11]([O:15][C:16]([N:18]1[CH2:23][CH2:22][CH:21]([CH2:24][OH:25])[CH2:20][CH2:19]1)=[O:17])([CH3:14])([CH3:13])[CH3:12].[Cl-].[NH4+]. Product: [C:11]([O:15][C:16]([N:18]1[CH2:23][CH2:22][CH:21]([CH:24]=[O:25])[CH2:20][CH2:19]1)=[O:17])([CH3:14])([CH3:13])[CH3:12]. The catalyst class is: 4.